Dataset: Full USPTO retrosynthesis dataset with 1.9M reactions from patents (1976-2016). Task: Predict the reactants needed to synthesize the given product. Given the product [CH:16]1([CH2:15][O:14][C:7]2[C:8]([O:12][CH3:13])=[CH:9][CH:10]=[C:11]3[C:6]=2[NH:5][C:4](=[O:19])[CH:3]=[C:2]3[NH:1][C:21]2[C:26]([CH3:27])=[CH:25][N:24]=[CH:23][C:22]=2[CH3:28])[CH2:17][CH2:18]1, predict the reactants needed to synthesize it. The reactants are: [NH2:1][C:2]1[C:11]2[C:6](=[C:7]([O:14][CH2:15][CH:16]3[CH2:18][CH2:17]3)[C:8]([O:12][CH3:13])=[CH:9][CH:10]=2)[NH:5][C:4](=[O:19])[CH:3]=1.Br[C:21]1[C:26]([CH3:27])=[CH:25][N:24]=[CH:23][C:22]=1[CH3:28].C1(P(C2CCCCC2)C2C=CC=CC=2C2C(C(C)C)=CC(C(C)C)=CC=2C(C)C)CCCCC1.CC(C)([O-])C.[Na+].